Dataset: Full USPTO retrosynthesis dataset with 1.9M reactions from patents (1976-2016). Task: Predict the reactants needed to synthesize the given product. (1) Given the product [NH:15]1[C:11]2=[N:12][CH:13]=[N:14][C:9]([NH:8][CH:3]3[CH2:4][CH2:5][CH2:6][CH2:7][N:1]([C:49](=[O:50])[CH2:48][NH:47][C:42]4[CH:41]=[C:40]([Cl:39])[CH:45]=[C:44]([Cl:46])[CH:43]=4)[CH2:2]3)=[C:10]2[CH:17]=[N:16]1, predict the reactants needed to synthesize it. The reactants are: [NH:1]1[CH2:7][CH2:6][CH2:5][CH2:4][CH:3]([NH:8][C:9]2[N:14]=[CH:13][N:12]=[C:11]3[NH:15][N:16]=[CH:17][C:10]=23)[CH2:2]1.CCN=C=NCCCN(C)C.C1C=CC2N(O)N=NC=2C=1.[Cl:39][C:40]1[CH:41]=[C:42]([NH:47][CH2:48][C:49](O)=[O:50])[CH:43]=[C:44]([Cl:46])[CH:45]=1.CCN(C(C)C)C(C)C. (2) Given the product [Br:15][CH2:2][C:1]([C:4]1[N:9]=[CH:8][C:7]([NH:10][S:11]([CH3:14])(=[O:12])=[O:13])=[CH:6][CH:5]=1)=[O:3], predict the reactants needed to synthesize it. The reactants are: [C:1]([C:4]1[N:9]=[CH:8][C:7]([NH:10][S:11]([CH3:14])(=[O:13])=[O:12])=[CH:6][CH:5]=1)(=[O:3])[CH3:2].[Br:15]Br. (3) Given the product [F:3][C:4]1[CH:11]=[CH:10][C:9]([S:12][CH3:13])=[CH:8][C:5]=1[C:6]#[N:7], predict the reactants needed to synthesize it. The reactants are: [BH4-].[Na+].[F:3][C:4]1[CH:11]=[CH:10][C:9]([S:12][C:13]#N)=[CH:8][C:5]=1[C:6]#[N:7].CI.O. (4) The reactants are: [NH2:1][CH2:2][CH2:3][CH2:4][CH2:5][N:6]([CH2:22][C:23]1[CH:28]=[CH:27][C:26]([CH2:29][NH:30][CH2:31][C:32]2[CH:37]=[CH:36][CH:35]=[CH:34][CH:33]=2)=[CH:25][CH:24]=1)[C:7]([NH:9][C@H:10]([C:12]1[C:21]2[C:16](=[CH:17][CH:18]=[CH:19][CH:20]=2)[CH:15]=[CH:14][CH:13]=1)[CH3:11])=[O:8].C(N(CC)CC)C.[C:45]([O:49][C:50](O[C:50]([O:49][C:45]([CH3:48])([CH3:47])[CH3:46])=[O:51])=[O:51])([CH3:48])([CH3:47])[CH3:46]. Given the product [NH2:1][CH2:2][CH2:3][CH2:4][CH2:5][N:6]([CH2:22][C:23]1[CH:24]=[CH:25][C:26]([CH2:29][N:30]([CH2:31][C:32]2[CH:33]=[CH:34][CH:35]=[CH:36][CH:37]=2)[C:50](=[O:51])[O:49][C:45]([CH3:48])([CH3:47])[CH3:46])=[CH:27][CH:28]=1)[C:7]([NH:9][C@H:10]([C:12]1[C:21]2[C:16](=[CH:17][CH:18]=[CH:19][CH:20]=2)[CH:15]=[CH:14][CH:13]=1)[CH3:11])=[O:8], predict the reactants needed to synthesize it. (5) Given the product [CH:16]([N:5]1[C:4]2[N:3]=[C:2]([NH:29][C:28]3[CH:27]=[CH:26][C:25]([C:30]([OH:32])=[O:31])=[C:23]4[C:22]=3[O:21][CH2:20][CH2:24]4)[N:11]=[CH:10][C:9]=2[N:8]([CH3:12])[C:7](=[O:13])[C@@H:6]1[CH2:14][CH3:15])([CH3:18])[CH3:17], predict the reactants needed to synthesize it. The reactants are: Cl[C:2]1[N:11]=[CH:10][C:9]2[N:8]([CH3:12])[C:7](=[O:13])[C@H:6]([CH2:14][CH3:15])[N:5]([CH:16]([CH3:18])[CH3:17])[C:4]=2[N:3]=1.C[CH:20]1[CH2:24][C:23]2=[C:25]([C:30]([OH:32])=[O:31])[CH:26]=[CH:27][C:28]([NH2:29])=[C:22]2[O:21]1.Cl.